From a dataset of Full USPTO retrosynthesis dataset with 1.9M reactions from patents (1976-2016). Predict the reactants needed to synthesize the given product. Given the product [N:39]1([CH2:2][CH2:3][CH2:4][S:5]([N:8]2[CH2:13][CH2:12][CH:11]([C:14]3[C:22]4[C:17](=[C:18]([C:28]([NH2:30])=[O:29])[CH:19]=[C:20]([C:23]5[CH:27]=[CH:26][S:25][CH:24]=5)[CH:21]=4)[NH:16][N:15]=3)[CH2:10][CH2:9]2)(=[O:7])=[O:6])[CH2:43][CH2:42][CH2:41][CH2:40]1, predict the reactants needed to synthesize it. The reactants are: Cl[CH2:2][CH2:3][CH2:4][S:5]([N:8]1[CH2:13][CH2:12][CH:11]([C:14]2[C:22]3[C:17](=[C:18]([C:28]([NH2:30])=[O:29])[CH:19]=[C:20]([C:23]4[CH:27]=[CH:26][S:25][CH:24]=4)[CH:21]=3)[NH:16][N:15]=2)[CH2:10][CH2:9]1)(=[O:7])=[O:6].C([O-])([O-])=O.[K+].[K+].[I-].[Na+].[NH:39]1[CH2:43][CH2:42][CH2:41][CH2:40]1.